Dataset: Full USPTO retrosynthesis dataset with 1.9M reactions from patents (1976-2016). Task: Predict the reactants needed to synthesize the given product. The reactants are: C([O:4][C:5]1[CH:6]=[C:7]2[C:11](=[CH:12][CH:13]=1)[C:10](=[O:14])[CH2:9][CH2:8]2)C=C.Cl[C:16]1[CH:21]=CC(Cl)=C[C:17]=1Cl. Given the product [CH2:21]([C:6]1[C:5]([OH:4])=[CH:13][CH:12]=[C:11]2[C:7]=1[CH2:8][CH2:9][C:10]2=[O:14])[CH:16]=[CH2:17], predict the reactants needed to synthesize it.